This data is from Forward reaction prediction with 1.9M reactions from USPTO patents (1976-2016). The task is: Predict the product of the given reaction. Given the reactants [F:1][C:2]1[CH:22]=[CH:21][CH:20]=[C:19]([F:23])[C:3]=1[CH2:4][N:5]1[C:10]([CH3:11])=[CH:9][C:8](=[O:12])[C:7]([C:13]([O:15][CH2:16][CH3:17])=[O:14])=[C:6]1[CH3:18].[Br:24]Br, predict the reaction product. The product is: [F:1][C:2]1[CH:22]=[CH:21][CH:20]=[C:19]([F:23])[C:3]=1[CH2:4][N:5]1[C:6]([CH3:18])=[C:7]([C:13]([O:15][CH2:16][CH3:17])=[O:14])[C:8](=[O:12])[C:9]([Br:24])=[C:10]1[CH3:11].